Dataset: Forward reaction prediction with 1.9M reactions from USPTO patents (1976-2016). Task: Predict the product of the given reaction. Given the reactants C(Cl)(=O)C(Cl)=O.[C:7]1([CH2:13][N:14]2[CH2:19][CH2:18][O:17][CH:16]([C:20]([OH:22])=O)[CH2:15]2)[CH:12]=[CH:11][CH:10]=[CH:9][CH:8]=1.CN(C=O)C.C(N(CC)CC)C.[NH2:35][CH2:36][C:37]([C:39]1[CH:44]=[CH:43][C:42]([O:45][CH3:46])=[CH:41][CH:40]=1)=[O:38], predict the reaction product. The product is: [CH3:46][O:45][C:42]1[CH:41]=[CH:40][C:39]([C:37](=[O:38])[CH2:36][NH:35][C:20]([CH:16]2[O:17][CH2:18][CH2:19][N:14]([CH2:13][C:7]3[CH:8]=[CH:9][CH:10]=[CH:11][CH:12]=3)[CH2:15]2)=[O:22])=[CH:44][CH:43]=1.